Dataset: Catalyst prediction with 721,799 reactions and 888 catalyst types from USPTO. Task: Predict which catalyst facilitates the given reaction. Reactant: [OH:1][C:2]1[CH:7]=[CH:6][C:5](B(O)O)=[CH:4][CH:3]=1.O.O.O.O.O.O.O.O.O.O.C(=O)([O-])[O-].[Na+].[Na+].Br[C:28]1[CH:29]=[N:30][C:31]([C:34]2[CH:39]=[CH:38][C:37]([CH2:40][C@H:41]([NH:65][C:66]([C:68]3[S:69][C:70]([C:73]([CH3:76])([CH3:75])[CH3:74])=[CH:71][CH:72]=3)=[O:67])[C:42]([NH:44][CH:45]([CH:53]([O:60][C:61]([CH3:64])([CH3:63])[CH3:62])[C:54]3[CH:59]=[CH:58][CH:57]=[CH:56][CH:55]=3)[C:46]([O:48][C:49]([CH3:52])([CH3:51])[CH3:50])=[O:47])=[O:43])=[CH:36][CH:35]=2)=[N:32][CH:33]=1.O1CCOCC1. Product: [C:61]([O:60][CH:53]([C:54]1[CH:55]=[CH:56][CH:57]=[CH:58][CH:59]=1)[CH:45]([NH:44][C:42](=[O:43])[C@@H:41]([NH:65][C:66]([C:68]1[S:69][C:70]([C:73]([CH3:75])([CH3:74])[CH3:76])=[CH:71][CH:72]=1)=[O:67])[CH2:40][C:37]1[CH:38]=[CH:39][C:34]([C:31]2[N:30]=[CH:29][C:28]([C:5]3[CH:6]=[CH:7][C:2]([OH:1])=[CH:3][CH:4]=3)=[CH:33][N:32]=2)=[CH:35][CH:36]=1)[C:46]([O:48][C:49]([CH3:52])([CH3:50])[CH3:51])=[O:47])([CH3:62])([CH3:63])[CH3:64]. The catalyst class is: 6.